Predict the reactants needed to synthesize the given product. From a dataset of Full USPTO retrosynthesis dataset with 1.9M reactions from patents (1976-2016). (1) The reactants are: Cl[C:2]1[CH:3]=[N:4][CH:5]=[C:6]([Cl:17])[C:7]=1[N:8]1[CH2:13][CH2:12][CH:11]([C:14]([NH2:16])=[O:15])[CH2:10][CH2:9]1.[N:18]1[CH:23]=[C:22](B(O)O)[CH:21]=[N:20][CH:19]=1.C(=O)([O-])[O-].[Na+].[Na+]. Given the product [Cl:17][C:6]1[CH:5]=[N:4][CH:3]=[C:2]([C:22]2[CH:23]=[N:18][CH:19]=[N:20][CH:21]=2)[C:7]=1[N:8]1[CH2:13][CH2:12][CH:11]([C:14]([NH2:16])=[O:15])[CH2:10][CH2:9]1, predict the reactants needed to synthesize it. (2) Given the product [CH2:1]([O:4][C:5]1([CH3:38])[CH2:10][CH2:9][N:8]([C:11]2[C:12]3[N:13]([N:28]=[C:29]([C:31]4[CH:32]=[C:33]([C:43]5[CH:44]=[CH:45][C:40]([F:39])=[CH:41][C:42]=5[OH:49])[CH:34]=[CH:35][CH:36]=4)[CH:30]=3)[CH:14]=[C:15]([CH3:27])[C:16]=2[C@H:17]([O:22][C:23]([CH3:26])([CH3:25])[CH3:24])[C:18]([O:20][CH3:21])=[O:19])[CH2:7][CH2:6]1)[CH:2]=[CH2:3], predict the reactants needed to synthesize it. The reactants are: [CH2:1]([O:4][C:5]1([CH3:38])[CH2:10][CH2:9][N:8]([C:11]2[C:12]3[N:13]([N:28]=[C:29]([C:31]4[CH:36]=[CH:35][CH:34]=[C:33](Br)[CH:32]=4)[CH:30]=3)[CH:14]=[C:15]([CH3:27])[C:16]=2[C@H:17]([O:22][C:23]([CH3:26])([CH3:25])[CH3:24])[C:18]([O:20][CH3:21])=[O:19])[CH2:7][CH2:6]1)[CH:2]=[CH2:3].[F:39][C:40]1[CH:45]=[CH:44][C:43](B(O)O)=[C:42]([OH:49])[CH:41]=1.C([O-])([O-])=O.[Na+].[Na+]. (3) Given the product [CH2:1]([C:12]1[C:16]2[S:17][C:18]([C:20]#[N:22])=[CH:19][C:15]=2[S:14][CH:13]=1)[CH2:2][CH2:3][CH2:4][CH2:5][CH2:6][CH2:7][CH2:8][CH2:9][CH2:10][CH3:11], predict the reactants needed to synthesize it. The reactants are: [CH2:1]([C:12]1[C:16]2[S:17][C:18]([C:20]([NH2:22])=O)=[CH:19][C:15]=2[S:14][CH:13]=1)[CH2:2][CH2:3][CH2:4][CH2:5][CH2:6][CH2:7][CH2:8][CH2:9][CH2:10][CH3:11]. (4) Given the product [Cl:2][C:3]1[CH:16]=[CH:15][C:14]2[S:13][C:12]3[C:7](=[CH:8][CH:9]=[CH:10][CH:11]=3)[N:6]([CH2:17][CH2:18][CH2:19][NH:20][C:29](=[O:30])[O:31][CH3:32])[C:5]=2[CH:4]=1, predict the reactants needed to synthesize it. The reactants are: Cl.[Cl:2][C:3]1[CH:16]=[CH:15][C:14]2[S:13][C:12]3[C:7](=[CH:8][CH:9]=[CH:10][CH:11]=3)[N:6]([CH2:17][CH2:18][CH2:19][NH2:20])[C:5]=2[CH:4]=1.C(N(CC)CC)C.Cl[C:29]([O:31][CH3:32])=[O:30].[Na+].[Cl-]. (5) Given the product [CH3:18][O:19][C:20](=[O:24])[CH:21]([CH3:23])[CH2:22][N:11]1[CH2:12][CH2:13][N:8]([C:5]2[CH:4]=[CH:3][C:2]([Cl:1])=[CH:7][CH:6]=2)[CH2:9][CH2:10]1, predict the reactants needed to synthesize it. The reactants are: [Cl:1][C:2]1[CH:7]=[CH:6][C:5]([N:8]2[CH2:13][CH2:12][NH:11][CH2:10][CH2:9]2)=[CH:4][CH:3]=1.[O-]CC.[Na+].[CH3:18][O:19][C:20](=[O:24])[C:21]([CH3:23])=[CH2:22]. (6) The reactants are: Br[C:2]1[CH:9]=[CH:8][C:5]([C:6]#[N:7])=[C:4]([Cl:10])[CH:3]=1.[F:11][C:12]1[CH:17]=[CH:16][CH:15]=[CH:14][C:13]=1B(O)O.C(=O)([O-])[O-].[Na+].[Na+]. Given the product [Cl:10][C:4]1[CH:3]=[C:2]([C:13]2[CH:14]=[CH:15][CH:16]=[CH:17][C:12]=2[F:11])[CH:9]=[CH:8][C:5]=1[C:6]#[N:7], predict the reactants needed to synthesize it. (7) Given the product [CH2:10]([O:12][C:13]([N:15]1[CH2:25][CH2:24][CH:18]([C:19]([CH:7]([C:1]2[CH:6]=[CH:5][CH:4]=[CH:3][CH:2]=2)[C:8]#[N:9])=[O:20])[CH2:17][CH2:16]1)=[O:14])[CH3:11], predict the reactants needed to synthesize it. The reactants are: [C:1]1([CH2:7][C:8]#[N:9])[CH:6]=[CH:5][CH:4]=[CH:3][CH:2]=1.[CH2:10]([O:12][C:13]([N:15]1[CH2:25][CH2:24][CH:18]([C:19](OCC)=[O:20])[CH2:17][CH2:16]1)=[O:14])[CH3:11].[H-].[Na+].